Dataset: Catalyst prediction with 721,799 reactions and 888 catalyst types from USPTO. Task: Predict which catalyst facilitates the given reaction. (1) Reactant: [CH3:1][N:2]1[CH:6]=[CH:5][C:4]([C:7](Cl)=[O:8])=[N:3]1.[F:10][C:11]1[CH:16]=[CH:15][CH:14]=[CH:13][C:12]=1[C:17]1[N:21]2[N:22]=[C:23]([NH2:26])[CH:24]=[CH:25][C:20]2=[N:19][CH:18]=1.CCN(CC)CC. Product: [F:10][C:11]1[CH:16]=[CH:15][CH:14]=[CH:13][C:12]=1[C:17]1[N:21]2[N:22]=[C:23]([NH:26][C:7]([C:4]3[CH:5]=[CH:6][N:2]([CH3:1])[N:3]=3)=[O:8])[CH:24]=[CH:25][C:20]2=[N:19][CH:18]=1. The catalyst class is: 2. (2) Reactant: N1C2C(=NC=CC=2)N([O:10][C:11]([C:13]2[C:17]([CH3:18])=[C:16](/[CH:19]=[C:20]3\[C:21](=[O:41])[NH:22][C:23]4[C:28]\3=[CH:27][C:26]([S:29]([CH2:32][C:33]3[C:38]([Cl:39])=[CH:37][CH:36]=[CH:35][C:34]=3[Cl:40])(=[O:31])=[O:30])=[CH:25][CH:24]=4)[NH:15][C:14]=2[CH3:42])=O)N=1.[N:43]1[CH:48]=[CH:47][C:46]([CH2:49][CH2:50][NH2:51])=[CH:45][CH:44]=1. Product: [N:43]1[CH:48]=[CH:47][C:46]([CH2:49][CH2:50][NH:51][C:11]([C:13]2[C:17]([CH3:18])=[C:16](/[CH:19]=[C:20]3\[C:21](=[O:41])[NH:22][C:23]4[C:28]\3=[CH:27][C:26]([S:29]([CH2:32][C:33]3[C:38]([Cl:39])=[CH:37][CH:36]=[CH:35][C:34]=3[Cl:40])(=[O:31])=[O:30])=[CH:25][CH:24]=4)[NH:15][C:14]=2[CH3:42])=[O:10])=[CH:45][CH:44]=1. The catalyst class is: 44. (3) Reactant: [CH3:1][N:2]1[C:6]([C:7](O)=[O:8])=[C:5]([C:10]([N:12]2[CH2:17][CH2:16][O:15][CH2:14][CH2:13]2)=[O:11])[CH:4]=[N:3]1.C(N1C=CN=C1)([N:20]1C=CN=C1)=O. Product: [CH3:1][N:2]1[C:6]([C:7]([NH2:20])=[O:8])=[C:5]([C:10]([N:12]2[CH2:17][CH2:16][O:15][CH2:14][CH2:13]2)=[O:11])[CH:4]=[N:3]1. The catalyst class is: 1. (4) Reactant: [C:1]([N:8]1[CH:12]=[CH:11][N:10]=[CH:9]1)(N1C=CN=C1)=[O:2].[C:13]([O:17][C:18]([N:20]1[CH2:25][CH2:24][CH:23]([CH2:26][OH:27])[CH2:22][CH2:21]1)=[O:19])([CH3:16])([CH3:15])[CH3:14]. Product: [C:13]([O:17][C:18]([N:20]1[CH2:25][CH2:24][CH:23]([CH2:26][O:27][C:1]([N:8]2[CH:12]=[CH:11][N:10]=[CH:9]2)=[O:2])[CH2:22][CH2:21]1)=[O:19])([CH3:16])([CH3:15])[CH3:14]. The catalyst class is: 2. (5) Reactant: [N:1]([C@@H:4]([C@@H:31]([C:39]1[CH:44]=[CH:43][C:42]([Cl:45])=[CH:41][CH:40]=1)[C:32]1[CH:37]=[CH:36][CH:35]=[C:34]([F:38])[CH:33]=1)[C:5]([NH:7][C:8]1[CH:9]=[N:10][CH:11]=[C:12]([F:30])[C:13]=1[CH2:14][CH2:15][C@H:16]1[CH2:20][O:19]C(C)(C)[N:17]1C(OC(C)(C)C)=O)=[O:6])=[N+:2]=[N-:3].FC(F)(F)C(O)=O.O. Product: [NH2:17][C@H:16]([CH2:20][OH:19])[CH2:15][CH2:14][C:13]1[C:12]([F:30])=[CH:11][N:10]=[CH:9][C:8]=1[NH:7][C:5](=[O:6])[C@@H:4]([N:1]=[N+:2]=[N-:3])[C@@H:31]([C:39]1[CH:40]=[CH:41][C:42]([Cl:45])=[CH:43][CH:44]=1)[C:32]1[CH:37]=[CH:36][CH:35]=[C:34]([F:38])[CH:33]=1. The catalyst class is: 4. (6) Reactant: [Cl:1][C:2]1[CH:7]=[CH:6][C:5]([OH:8])=[CH:4][CH:3]=1.Cl[CH2:10][C:11](=[O:13])[CH3:12].C(=O)([O-])[O-].[K+].[K+]. Product: [Cl:1][C:2]1[CH:7]=[CH:6][C:5]([O:8][CH2:10][C:11](=[O:13])[CH3:12])=[CH:4][CH:3]=1. The catalyst class is: 21. (7) The catalyst class is: 6. Product: [CH2:1]([N:8]1[C:12]([C:13]2[CH:14]=[CH:15][C:16]([C:19]([CH3:22])([CH3:20])[CH3:21])=[CH:17][CH:18]=2)=[C:11]([OH:23])[C:10]([C:24](=[N:26][NH:27][C:28]([C:30]2[CH:39]=[CH:38][C:33]([C:34]([OH:36])=[O:35])=[CH:32][CH:31]=2)=[O:29])[CH3:25])=[N:9]1)[C:2]1[CH:3]=[CH:4][CH:5]=[CH:6][CH:7]=1. Reactant: [CH2:1]([N:8]1[C:12]([C:13]2[CH:18]=[CH:17][C:16]([C:19]([CH3:22])([CH3:21])[CH3:20])=[CH:15][CH:14]=2)=[C:11]([OH:23])[C:10]([C:24](=[N:26][NH:27][C:28]([C:30]2[CH:39]=[CH:38][C:33]([C:34]([O:36]C)=[O:35])=[CH:32][CH:31]=2)=[O:29])[CH3:25])=[N:9]1)[C:2]1[CH:7]=[CH:6][CH:5]=[CH:4][CH:3]=1.CO.[OH-].[Na+].Cl.